This data is from Catalyst prediction with 721,799 reactions and 888 catalyst types from USPTO. The task is: Predict which catalyst facilitates the given reaction. (1) Reactant: [C:1]([O:5][C:6]([N:8]1[CH2:12][C@@H:11]([F:13])[CH2:10][C@H:9]1[C:14]([OH:16])=O)=[O:7])([CH3:4])([CH3:3])[CH3:2].ClC(OCC)=O.[OH-].[NH4+:24]. Product: [C:14]([C@@H:9]1[CH2:10][C@H:11]([F:13])[CH2:12][N:8]1[C:6]([O:5][C:1]([CH3:4])([CH3:3])[CH3:2])=[O:7])(=[O:16])[NH2:24]. The catalyst class is: 1. (2) Reactant: [Cl:1][C:2]1[N:10]=[CH:9][CH:8]=[CH:7][C:3]=1[C:4]([OH:6])=[O:5].CO.[CH3:13][Si](C=[N+]=[N-])(C)C. Product: [CH3:13][O:5][C:4](=[O:6])[C:3]1[CH:7]=[CH:8][CH:9]=[N:10][C:2]=1[Cl:1]. The catalyst class is: 11. (3) Reactant: [Cl:1][C:2]1[C:3]2[N:4]([CH:8]=[N:9][CH:10]=2)[CH:5]=[CH:6][N:7]=1.[Li]CCCC.[C:16]([O:20][C:21]([N:23]1[CH2:28][CH2:27][CH2:26][C:25](=[O:29])[CH2:24]1)=[O:22])([CH3:19])([CH3:18])[CH3:17]. Product: [Cl:1][C:2]1[C:3]2[N:4]([C:8]([C:25]3([OH:29])[CH2:26][CH2:27][CH2:28][N:23]([C:21]([O:20][C:16]([CH3:18])([CH3:17])[CH3:19])=[O:22])[CH2:24]3)=[N:9][CH:10]=2)[CH:5]=[CH:6][N:7]=1. The catalyst class is: 7. (4) Reactant: [CH2:1]([O:3][C:4]1[C:5](O)=[N:6][CH:7]=[CH:8][CH:9]=1)[CH3:2].C(N(CC)C1C=CC=CC=1)C.P(Cl)(Cl)([Cl:24])=O. Product: [Cl:24][C:5]1[C:4]([O:3][CH2:1][CH3:2])=[CH:9][CH:8]=[CH:7][N:6]=1. The catalyst class is: 6. (5) Reactant: [CH:1]1([N:6]2[C:14]3[CH:13]=[CH:12][N:11]=[C:10]([O:15][CH3:16])[C:9]=3[C:8]([C:17]3[CH:18]=[C:19]([C:22]([OH:24])=O)[S:20][CH:21]=3)=[N:7]2)[CH2:5][CH2:4][CH2:3][CH2:2]1.Cl.CN.C[CH2:29][N:30](C(C)C)C(C)C.CCN=C=NCCCN(C)C.Cl.C1C=CC2N(O)N=NC=2C=1. Product: [CH:1]1([N:6]2[C:14]3[CH:13]=[CH:12][N:11]=[C:10]([O:15][CH3:16])[C:9]=3[C:8]([C:17]3[CH:18]=[C:19]([C:22]([NH:30][CH3:29])=[O:24])[S:20][CH:21]=3)=[N:7]2)[CH2:2][CH2:3][CH2:4][CH2:5]1. The catalyst class is: 18. (6) Reactant: CC1C=CC(S(O[CH2:12][C@H:13]2[CH:22]=[CH:21][C:20]3[C:15](=[C:16]([C:24]4[C:29]([Cl:30])=[CH:28][CH:27]=[CH:26][C:25]=4[Cl:31])[CH:17]=[C:18]([F:23])[CH:19]=3)[O:14]2)(=O)=O)=CC=1.[N-:32]=[N+:33]=[N-:34].[Na+]. Product: [N:32]([CH2:12][C@H:13]1[CH:22]=[CH:21][C:20]2[C:15](=[C:16]([C:24]3[C:29]([Cl:30])=[CH:28][CH:27]=[CH:26][C:25]=3[Cl:31])[CH:17]=[C:18]([F:23])[CH:19]=2)[O:14]1)=[N+:33]=[N-:34]. The catalyst class is: 3.